From a dataset of Full USPTO retrosynthesis dataset with 1.9M reactions from patents (1976-2016). Predict the reactants needed to synthesize the given product. (1) Given the product [F:16][C:17]1[CH:22]=[C:21]([F:23])[CH:20]=[CH:19][C:18]=1[C:24]#[C:25][C:26]([N:10]1[CH2:9][CH:8]([CH2:11][CH:12]([CH3:14])[CH3:13])[NH:7][C:6](=[O:15])[CH:5]1[CH2:1][CH:2]([CH3:4])[CH3:3])=[O:27], predict the reactants needed to synthesize it. The reactants are: [CH2:1]([C@@H:5]1[NH:10][CH2:9][C@H:8]([CH2:11][CH:12]([CH3:14])[CH3:13])[NH:7][C:6]1=[O:15])[CH:2]([CH3:4])[CH3:3].[F:16][C:17]1[CH:22]=[C:21]([F:23])[CH:20]=[CH:19][C:18]=1[C:24]#[C:25][C:26](O)=[O:27].C(C1N(C(=O)C#CC2C=CC=CC=2)CC(CC(C)C)NC1=O)C(C)C. (2) Given the product [C:1]([O:5][C:6]([N:8]1[CH2:12][C@@H:11]([CH2:13][C@H:14]([O:18][C:19]2[CH:24]=[CH:23][C:22]([O:25][CH3:26])=[C:21]([O:27][CH2:28][CH2:29][CH2:30][O:31][CH3:32])[CH:20]=2)[CH:15]([CH3:17])[CH3:16])[C@H:10]([CH2:33][NH:42][CH:39]2[CH2:41][CH2:40]2)[CH2:9]1)=[O:7])([CH3:3])([CH3:4])[CH3:2], predict the reactants needed to synthesize it. The reactants are: [C:1]([O:5][C:6]([N:8]1[CH2:12][C@@H:11]([CH2:13][C@H:14]([O:18][C:19]2[CH:24]=[CH:23][C:22]([O:25][CH3:26])=[C:21]([O:27][CH2:28][CH2:29][CH2:30][O:31][CH3:32])[CH:20]=2)[CH:15]([CH3:17])[CH3:16])[C@H:10]([CH:33]=O)[CH2:9]1)=[O:7])([CH3:4])([CH3:3])[CH3:2].C(O)(=O)C.[CH:39]1([NH2:42])[CH2:41][CH2:40]1.[BH4-].[Na+]. (3) Given the product [Br:1][C:2]1[N:6]2[CH:7]=[C:8]([I:15])[CH:9]=[C:10]([C:11]([F:12])([F:13])[F:14])[C:5]2=[N:4][C:3]=1[C:16]([N:19]1[CH2:20][CH2:21][CH:22]([N:25]2[C:29](=[O:30])[CH2:28][O:27][C:26]2=[O:31])[CH2:23][CH2:24]1)=[O:18], predict the reactants needed to synthesize it. The reactants are: [Br:1][C:2]1[N:6]2[CH:7]=[C:8]([I:15])[CH:9]=[C:10]([C:11]([F:14])([F:13])[F:12])[C:5]2=[N:4][C:3]=1[C:16]([OH:18])=O.[NH:19]1[CH2:24][CH2:23][CH:22]([N:25]2[C:29](=[O:30])[CH2:28][O:27][C:26]2=[O:31])[CH2:21][CH2:20]1.C(N(CC)C(C)C)(C)C.CN(C(ON1N=NC2C=CC=NC1=2)=[N+](C)C)C.F[P-](F)(F)(F)(F)F. (4) Given the product [CH3:14][O:13][C:12]1[C:7]2[O:6][CH:5]=[C:4]([CH2:3][CH2:2][C:15]#[N:16])[C:8]=2[CH:9]=[CH:10][CH:11]=1, predict the reactants needed to synthesize it. The reactants are: Br[CH2:2][CH2:3][C:4]1[C:8]2[CH:9]=[CH:10][CH:11]=[C:12]([O:13][CH3:14])[C:7]=2[O:6][CH:5]=1.[C-:15]#[N:16].[Na+]. (5) Given the product [CH3:8][N:13]([CH:1]=[O:7])[CH3:12].[CH3:8][N:13]([CH3:12])[CH:1]=[O:2], predict the reactants needed to synthesize it. The reactants are: [C:1]([OH:7])(C(F)(F)F)=[O:2].[CH3:8]O.O.C[C:12]#[N:13].